Dataset: Full USPTO retrosynthesis dataset with 1.9M reactions from patents (1976-2016). Task: Predict the reactants needed to synthesize the given product. (1) Given the product [O:15]1[CH2:16][CH2:17][N:12]([C:8]2[O:7][C:6]3[C:2]([C:20]4[CH:19]=[N:18][CH:23]=[CH:22][CH:21]=4)=[CH:3][S:4][C:5]=3[C:10](=[O:11])[CH:9]=2)[CH2:13][CH2:14]1, predict the reactants needed to synthesize it. The reactants are: Br[C:2]1[C:6]2[O:7][C:8]([N:12]3[CH2:17][CH2:16][O:15][CH2:14][CH2:13]3)=[CH:9][C:10](=[O:11])[C:5]=2[S:4][CH:3]=1.[N:18]1[CH:23]=[CH:22][CH:21]=[C:20](B(O)O)[CH:19]=1.C(=O)([O-])[O-].[Cs+].[Cs+]. (2) Given the product [CH2:1]([C:3]1[C:11]2[N:10]=[CH:9][N:8]([CH:15]3[CH2:16][CH2:17][CH2:18][CH2:19][O:14]3)[C:7]=2[CH:6]=[CH:5][C:4]=1[C:12]#[N:13])[CH3:2], predict the reactants needed to synthesize it. The reactants are: [CH2:1]([C:3]1[C:11]2[N:10]=[CH:9][NH:8][C:7]=2[CH:6]=[CH:5][C:4]=1[C:12]#[N:13])[CH3:2].[O:14]1[CH2:19][CH2:18][CH2:17][CH2:16][CH2:15]1.C1(C)C=CC(S([O-])(=O)=O)=CC=1.[NH+]1C=CC=CC=1. (3) Given the product [CH3:13][NH:14][N:15]=[C:2]([C:8]([O:10][CH2:11][CH3:12])=[O:9])[C:3]([O:5][CH2:6][CH3:7])=[O:4], predict the reactants needed to synthesize it. The reactants are: O=[C:2]([C:8]([O:10][CH2:11][CH3:12])=[O:9])[C:3]([O:5][CH2:6][CH3:7])=[O:4].[CH3:13][NH:14][NH2:15]. (4) Given the product [C:1]([C:5]1[CH:6]=[C:7]([N:17]([CH3:51])[C:18]([N:19]([CH2:29][C:30]2[CH:35]=[C:34]([F:36])[CH:33]=[CH:32][C:31]=2[O:37][C:38]2[CH:39]=[C:40]3[C:44](=[CH:45][CH:46]=2)[N:43]([CH3:47])[N:42]=[CH:41]3)[CH2:20][C:21]2[CH:22]=[CH:23][C:24]([O:27][CH3:28])=[CH:25][CH:26]=2)=[O:48])[N:8]([C:10]2[CH:11]=[CH:12][C:13]([CH3:16])=[CH:14][CH:15]=2)[N:9]=1)([CH3:4])([CH3:2])[CH3:3], predict the reactants needed to synthesize it. The reactants are: [C:1]([C:5]1[CH:6]=[C:7]([NH:17][C:18](=[O:48])[N:19]([CH2:29][C:30]2[CH:35]=[C:34]([F:36])[CH:33]=[CH:32][C:31]=2[O:37][C:38]2[CH:39]=[C:40]3[C:44](=[CH:45][CH:46]=2)[N:43]([CH3:47])[N:42]=[CH:41]3)[CH2:20][C:21]2[CH:26]=[CH:25][C:24]([O:27][CH3:28])=[CH:23][CH:22]=2)[N:8]([C:10]2[CH:15]=[CH:14][C:13]([CH3:16])=[CH:12][CH:11]=2)[N:9]=1)([CH3:4])([CH3:3])[CH3:2].[H-].[Na+].[CH3:51]I. (5) The reactants are: Cl[C:2]1[CH:7]=[CH:6][C:5]([CH2:8][O:9][CH:10]([CH3:12])[CH3:11])=[CH:4][N:3]=1.[CH3:13][N:14](C=O)C. Given the product [CH:10]([O:9][CH2:8][C:5]1[CH:6]=[CH:7][C:2]([C:13]#[N:14])=[N:3][CH:4]=1)([CH3:12])[CH3:11], predict the reactants needed to synthesize it. (6) The reactants are: [OH:1][CH2:2][CH2:3][N:4]([CH3:30])[C:5](=[O:29])[C:6]1[CH:11]=[CH:10][C:9]([C:12](=[C:23]2[CH2:28][CH2:27][NH:26][CH2:25][CH2:24]2)[C:13]2[CH:14]=[CH:15][CH:16]=[C:17]3[C:22]=2[N:21]=[CH:20][CH:19]=[CH:18]3)=[CH:8][CH:7]=1.[S:31]1[CH:35]=[C:34]([CH:36]=O)[N:33]=[CH:32]1.C(O[BH-](OC(=O)C)OC(=O)C)(=O)C.[Na+]. Given the product [OH:1][CH2:2][CH2:3][N:4]([CH3:30])[C:5](=[O:29])[C:6]1[CH:7]=[CH:8][C:9]([C:12]([C:13]2[CH:14]=[CH:15][CH:16]=[C:17]3[C:22]=2[N:21]=[CH:20][CH:19]=[CH:18]3)=[C:23]2[CH2:28][CH2:27][N:26]([CH2:36][C:34]3[N:33]=[CH:32][S:31][CH:35]=3)[CH2:25][CH2:24]2)=[CH:10][CH:11]=1, predict the reactants needed to synthesize it. (7) Given the product [C:16]([O:20][C:21]([N:23]1[CH2:28][CH2:27][N:26]([C:6]2[CH:5]=[C:4]([C:9]3[CH:14]=[CH:13][C:12]([F:15])=[CH:11][CH:10]=3)[N:3]=[C:2]([Cl:1])[N:7]=2)[C@H:25]([CH3:29])[CH2:24]1)=[O:22])([CH3:19])([CH3:17])[CH3:18], predict the reactants needed to synthesize it. The reactants are: [Cl:1][C:2]1[N:7]=[C:6](Cl)[CH:5]=[C:4]([C:9]2[CH:14]=[CH:13][C:12]([F:15])=[CH:11][CH:10]=2)[N:3]=1.[C:16]([O:20][C:21]([N:23]1[CH2:28][CH2:27][NH:26][C@H:25]([CH3:29])[CH2:24]1)=[O:22])([CH3:19])([CH3:18])[CH3:17].C([O-])([O-])=O.[K+].[K+]. (8) Given the product [CH3:16][C:12]1([CH3:17])[CH2:13][CH2:14][CH2:15][N:9]([C:7]([C:4]2[CH:3]=[C:2]([C:23]3[C:19]([CH3:18])=[N:20][NH:21][CH:22]=3)[S:6][CH:5]=2)=[O:8])[CH2:10][CH2:11]1, predict the reactants needed to synthesize it. The reactants are: Br[C:2]1[S:6][CH:5]=[C:4]([C:7]([N:9]2[CH2:15][CH2:14][CH2:13][C:12]([CH3:17])([CH3:16])[CH2:11][CH2:10]2)=[O:8])[CH:3]=1.[CH3:18][C:19]1[C:23](B2OC(C)(C)C(C)(C)O2)=[CH:22][NH:21][N:20]=1.C(=O)([O-])[O-].[Cs+].[Cs+]. (9) Given the product [CH3:13][O:12][C:6]1[C:7]([C:19]2[CH:20]=[CH:15][CH:16]=[C:17]([C:21]3[O:22][CH:23]=[N:24][N:25]=3)[CH:18]=2)=[CH:8][C:3]([CH:1]=[O:2])=[CH:4][CH:5]=1, predict the reactants needed to synthesize it. The reactants are: [CH:1]([C:3]1[CH:4]=[CH:5][C:6]([O:12][CH3:13])=[C:7](B(O)O)[CH:8]=1)=[O:2].I[C:15]1[CH:16]=[C:17]([C:21]2[O:22][CH:23]=[N:24][N:25]=2)[CH:18]=[CH:19][CH:20]=1.C([O-])([O-])=O.[K+].[K+].